From a dataset of Forward reaction prediction with 1.9M reactions from USPTO patents (1976-2016). Predict the product of the given reaction. (1) Given the reactants [NH2:1][C:2]1[N:11]=[CH:10][C:9]([Br:12])=[CH:8][C:3]=1[C:4]([O:6][CH3:7])=[O:5].Cl[CH2:14][CH:15]=O, predict the reaction product. The product is: [Br:12][C:9]1[CH:8]=[C:3]([C:4]([O:6][CH3:7])=[O:5])[C:2]2[N:11]([CH:14]=[CH:15][N:1]=2)[CH:10]=1. (2) Given the reactants [Cl:1][C:2]1[CH:7]=[CH:6][C:5]([NH:8][C:9](=[O:20])[NH:10][C:11]2[CH:12]=[C:13](B(O)O)[CH:14]=[CH:15][CH:16]=2)=[CH:4][CH:3]=1.Br[C:22]1[CH:23]=[CH:24][C:25]([N:28]2[CH2:32][CH2:31][CH2:30][CH2:29]2)=[N:26][CH:27]=1.[Na], predict the reaction product. The product is: [Cl:1][C:2]1[CH:7]=[CH:6][C:5]([NH:8][C:9]([NH:10][C:11]2[CH:16]=[CH:15][CH:14]=[C:13]([C:22]3[CH:27]=[N:26][C:25]([N:28]4[CH2:29][CH2:30][CH2:31][CH2:32]4)=[CH:24][CH:23]=3)[CH:12]=2)=[O:20])=[CH:4][CH:3]=1. (3) Given the reactants [CH3:1][S:2]([C:5]1[CH:41]=[CH:40][C:8]([C:9]([O:11][C@@H:12]2[CH2:17][C@@H:16]([CH2:18][CH2:19][CH2:20][CH:21]=[CH2:22])[O:15][C@@:14]([O:38]C)([C@@H:23]3[CH2:27][S:26][C:25](=[O:28])[N:24]3CC3C=CC(OC)=CC=3)[CH2:13]2)=[O:10])=[CH:7][CH:6]=1)(=[O:4])=[O:3].CO[C@]1([C@@H]2CSC(=O)N2CC2C=CC(OC)=CC=2)C[C@H]2C[C@@H](CCCC=CCCC(C)=CC(=O)O2)O1, predict the reaction product. The product is: [CH3:1][S:2]([C:5]1[CH:6]=[CH:7][C:8]([C:9]([O:11][C@@H:12]2[CH2:17][C@@H:16]([CH2:18][CH2:19][CH2:20][CH:21]=[CH2:22])[O:15][C@@:14]([OH:38])([C@@H:23]3[CH2:27][S:26][C:25](=[O:28])[NH:24]3)[CH2:13]2)=[O:10])=[CH:40][CH:41]=1)(=[O:3])=[O:4].